This data is from Catalyst prediction with 721,799 reactions and 888 catalyst types from USPTO. The task is: Predict which catalyst facilitates the given reaction. (1) Product: [F:1][C@H:2]1[CH2:19][C@@:17]2([CH3:18])[C@@H:13]([CH2:14][CH2:15][C:16]2=[O:20])[C@H:12]2[C@H:3]1[C:4]1[CH:5]=[CH:6][C:7]([OH:29])=[CH:8][C:9]=1[CH2:10][C@H:11]2[CH2:21][CH2:22][CH2:23][CH2:24][CH2:25][CH2:26][N:27]([CH3:56])[CH2:28][CH2:38][CH2:37][CH2:36][CH2:35][CH2:34][CH2:33][CH2:32][C:31]([F:30])([F:55])[C:51]([F:52])([F:53])[F:54]. The catalyst class is: 9. Reactant: [F:1][C@H:2]1[CH2:19][C@@:17]2([CH3:18])[C@@H:13]([CH2:14][CH2:15][C:16]2=[O:20])[C@H:12]2[C@H:3]1[C:4]1[CH:5]=[CH:6][C:7]([OH:29])=[CH:8][C:9]=1[CH2:10][C@H:11]2[CH2:21][CH2:22][CH2:23][CH2:24][CH2:25][CH2:26][NH:27][CH3:28].[F:30][C:31]([F:55])([C:51]([F:54])([F:53])[F:52])[CH2:32][CH2:33][CH2:34][CH2:35][CH2:36][CH2:37][CH2:38]CC1C=C(C)C=CC=1S([O-])(=O)=O.[C:56](=O)(O)[O-].[Na+]. (2) Reactant: [Cl:1][C:2]1[CH:7]=[C:6]([C:8]([F:11])([F:10])[F:9])[CH:5]=[CH:4][C:3]=1[S:12]([NH:15][C:16]1[CH:21]=[C:20]([O:22][C:23]2[S:24][C:25]3[CH:31]=[CH:30][C:29]([C:32]#[N:33])=[CH:28][C:26]=3[N:27]=2)[CH:19]=[C:18]([Cl:34])[CH:17]=1)(=[O:14])=[O:13].[N:35]([Si](C)(C)C)=[N+:36]=[N-:37].C([Sn](=O)CCCC)CCC.Cl. Product: [Cl:1][C:2]1[CH:7]=[C:6]([C:8]([F:10])([F:9])[F:11])[CH:5]=[CH:4][C:3]=1[S:12]([NH:15][C:16]1[CH:21]=[C:20]([O:22][C:23]2[S:24][C:25]3[CH:31]=[CH:30][C:29]([C:32]4[NH:37][N:36]=[N:35][N:33]=4)=[CH:28][C:26]=3[N:27]=2)[CH:19]=[C:18]([Cl:34])[CH:17]=1)(=[O:13])=[O:14]. The catalyst class is: 260. (3) Reactant: C[O:2][C:3]([C:5]1[C:6]([C:25](OC)=[O:26])=[C:7]([C:18]2[CH:23]=[CH:22][C:21]([Cl:24])=[CH:20][CH:19]=2)[N:8]2[C:17]=1[CH2:16][C:15]1[CH:14]=[CH:13][CH:12]=[CH:11][C:10]=1[CH2:9]2)=O.[H-].[H-].[H-].[H-].[Li+].[Al+3]. Product: [Cl:24][C:21]1[CH:20]=[CH:19][C:18]([C:7]2[N:8]3[CH2:9][C:10]4[CH:11]=[CH:12][CH:13]=[CH:14][C:15]=4[CH2:16][C:17]3=[C:5]([CH2:3][OH:2])[C:6]=2[CH2:25][OH:26])=[CH:23][CH:22]=1. The catalyst class is: 268. (4) Reactant: [Cl-].[Mg+2].[Cl-].[CH-:4]1[CH:8]=[CH:7][CH:6]=[CH:5]1.[Na+].[CH2:10]([C:17]([C:19]1[CH:24]=[CH:23][C:22]([Cl:25])=[CH:21][CH:20]=1)=O)[C:11]1[CH:16]=[CH:15][CH:14]=[CH:13][CH:12]=1. Product: [CH2:10]([C:17]([C:19]1[CH:20]=[CH:21][C:22]([Cl:25])=[CH:23][CH:24]=1)=[C:4]1[CH:8]=[CH:7][CH:6]=[CH:5]1)[C:11]1[CH:16]=[CH:15][CH:14]=[CH:13][CH:12]=1. The catalyst class is: 1. (5) Reactant: [OH-].[Na+].[Cl:3][C:4]1[CH:13]=[CH:12][C:7]([C:8]([O:10]C)=[O:9])=[C:6]([CH3:14])[C:5]=1[S:15][CH2:16][CH:17]1[CH2:19][CH2:18]1. Product: [Cl:3][C:4]1[CH:13]=[CH:12][C:7]([C:8]([OH:10])=[O:9])=[C:6]([CH3:14])[C:5]=1[S:15][CH2:16][CH:17]1[CH2:19][CH2:18]1. The catalyst class is: 5. (6) Reactant: [CH3:1][S:2]([C:5]1[CH:6]=[C:7]([CH:11]=[CH:12][CH:13]=1)[C:8]([OH:10])=[O:9])(=[O:4])=[O:3].[N+:14]([O-])([O-:16])=[O:15].[K+]. Product: [CH3:1][S:2]([C:5]1[CH:6]=[C:7]([CH:11]=[C:12]([N+:14]([O-:16])=[O:15])[CH:13]=1)[C:8]([OH:10])=[O:9])(=[O:3])=[O:4]. The catalyst class is: 65. (7) Reactant: FC(F)(F)S(O)(=O)=O.[Cl:9][C:10]1[CH:15]=[CH:14][CH:13]=[C:12]([CH:16]2[CH2:21][CH2:20][CH2:19][CH2:18][CH2:17]2)[CH:11]=1.[CH3:22][Si:23]([C:26]#[CH:27])([CH3:25])[CH3:24].C(N(CC)CC)C.O. The catalyst class is: 558. Product: [Cl:9][C:10]1[CH:15]=[CH:14][C:13]([C:27]#[C:26][Si:23]([CH3:25])([CH3:24])[CH3:22])=[C:12]([CH:16]2[CH2:21][CH2:20][CH2:19][CH2:18][CH2:17]2)[CH:11]=1.